Predict the reaction yield, written as a fraction of the theoretical maximum amount of product (1.0 means a 100% yield; for example, 0.34 means a 34% yield). From a dataset of Reaction yield outcomes from USPTO patents with 853,638 reactions. (1) The reactants are [Cl:1][C:2]1[CH:3]=[CH:4][C:5](F)=[C:6]([CH:9]=1)[CH:7]=[O:8].[NH:11]1[CH2:15][CH2:14][CH2:13][CH2:12]1.C(=O)([O-])[O-].[K+].[K+].CS(C)=O. The catalyst is O. The product is [Cl:1][C:2]1[CH:3]=[CH:4][C:5]([N:11]2[CH2:15][CH2:14][CH2:13][CH2:12]2)=[C:6]([CH:9]=1)[CH:7]=[O:8]. The yield is 0.680. (2) The reactants are [CH3:1][C:2]1[C:6]([CH2:7][N:8]2[CH:12]=[C:11]([N:13]3[C:17](=[O:18])[CH2:16][NH:15][C:14]3=[O:19])[CH:10]=[N:9]2)=[C:5]([CH3:20])[O:4][N:3]=1.Br[CH2:22][C:23]1[CH:28]=[CH:27][CH:26]=[C:25]([CH2:29]Br)[CH:24]=1.C(=O)([O-])[O-].[Cs+].[Cs+].[NH:37]1[CH2:41]C(=O)N[C:38]1=O.CNC.[H-].[Na+]. The catalyst is CN(C=O)C.C1COCC1.C(O)C. The product is [CH3:38][N:37]([CH2:22][C:23]1[CH:24]=[C:25]([CH:26]=[CH:27][CH:28]=1)[CH2:29][N:15]1[CH2:16][C:17](=[O:18])[N:13]([C:11]2[CH:10]=[N:9][N:8]([CH2:7][C:6]3[C:2]([CH3:1])=[N:3][O:4][C:5]=3[CH3:20])[CH:12]=2)[C:14]1=[O:19])[CH3:41]. The yield is 0.130. (3) The reactants are [NH2:1][C:2]1[CH:3]=[C:4]([CH:9]2[C:18]([CH3:20])([CH3:19])[CH2:17][C:16]3[C:11](=[CH:12][CH:13]=[C:14]([C:21]([O:23][CH3:24])=[O:22])[CH:15]=3)[NH:10]2)[CH:5]=[C:6]([Cl:8])[CH:7]=1.C(N(CC)C(C)C)(C)C.[C:34](Cl)(=[O:41])[C:35]1[CH:40]=[CH:39][CH:38]=[CH:37][CH:36]=1. The catalyst is ClCCl. The product is [C:34]([NH:1][C:2]1[CH:3]=[C:4]([CH:9]2[C:18]([CH3:19])([CH3:20])[CH2:17][C:16]3[C:11](=[CH:12][CH:13]=[C:14]([C:21]([O:23][CH3:24])=[O:22])[CH:15]=3)[NH:10]2)[CH:5]=[C:6]([Cl:8])[CH:7]=1)(=[O:41])[C:35]1[CH:40]=[CH:39][CH:38]=[CH:37][CH:36]=1. The yield is 0.500.